Dataset: Catalyst prediction with 721,799 reactions and 888 catalyst types from USPTO. Task: Predict which catalyst facilitates the given reaction. Reactant: [CH3:1][O:2][C:3]1[CH:4]=[C:5]([CH:12]([C:14]2[CH:19]=[CH:18][C:17]([O:20][CH3:21])=[C:16]([O:22][CH3:23])[CH:15]=2)[OH:13])[CH:6]=[CH:7][C:8]=1[N+:9]([O-:11])=[O:10]. Product: [CH3:1][O:2][C:3]1[CH:4]=[C:5]([C:12]([C:14]2[CH:19]=[CH:18][C:17]([O:20][CH3:21])=[C:16]([O:22][CH3:23])[CH:15]=2)=[O:13])[CH:6]=[CH:7][C:8]=1[N+:9]([O-:11])=[O:10]. The catalyst class is: 177.